The task is: Predict which catalyst facilitates the given reaction.. This data is from Catalyst prediction with 721,799 reactions and 888 catalyst types from USPTO. (1) Reactant: [CH3:1][C:2]1([CH3:9])[CH2:5][CH:4]([C:6]([OH:8])=O)[CH2:3]1.CN(C(ON1N=NC2C=CC=NC1=2)=[N+](C)C)C.F[P-](F)(F)(F)(F)F.C(N(C(C)C)C(C)C)C.[F:43][C:44]1[CH:45]=[C:46]([CH2:61][N:62]2[CH2:67][CH2:66][NH:65][C@@H:64]([CH3:68])[CH2:63]2)[C:47]([CH3:60])=[C:48]([NH:50][C:51](=[O:59])[C:52]2[CH:57]=[CH:56][C:55]([CH3:58])=[N:54][CH:53]=2)[CH:49]=1. Product: [CH3:9][C:2]1([CH3:1])[CH2:3][CH:4]([C:6]([N:65]2[CH2:66][CH2:67][N:62]([CH2:61][C:46]3[C:47]([CH3:60])=[C:48]([NH:50][C:51](=[O:59])[C:52]4[CH:57]=[CH:56][C:55]([CH3:58])=[N:54][CH:53]=4)[CH:49]=[C:44]([F:43])[CH:45]=3)[CH2:63][C@@H:64]2[CH3:68])=[O:8])[CH2:5]1. The catalyst class is: 34. (2) Reactant: C(Cl)(=O)C(Cl)=O.CS(C)=O.[Cl:11][CH2:12][CH2:13][C:14]1[C:19](=[O:20])[N:18]2[CH2:21][CH2:22][CH2:23][CH:24]([OH:25])[C:17]2=[N:16][C:15]=1[CH3:26].C(N(CC)CC)C. Product: [Cl:11][CH2:12][CH2:13][C:14]1[C:19](=[O:20])[N:18]2[CH2:21][CH2:22][CH2:23][C:24](=[O:25])[C:17]2=[N:16][C:15]=1[CH3:26]. The catalyst class is: 4. (3) Reactant: Br.[N:2]1[C:3](=[O:11])[CH2:4][N:5]2[CH:10]=[CH:9][CH:8]=[CH:7][C:6]=12.Br[CH2:13][C:14]1[C:15]2[CH:22]=[C:21]([Cl:23])[CH:20]=[CH:19][C:16]=2[S:17][CH:18]=1. Product: [Cl:23][C:21]1[CH:20]=[CH:19][C:16]2[S:17][CH:18]=[C:14]([CH2:13][CH:4]3[N:5]4[CH:10]=[CH:9][CH:8]=[CH:7][C:6]4=[N:2][C:3]3=[O:11])[C:15]=2[CH:22]=1. The catalyst class is: 1.